This data is from Full USPTO retrosynthesis dataset with 1.9M reactions from patents (1976-2016). The task is: Predict the reactants needed to synthesize the given product. (1) Given the product [C:43]([O:47][C:48]([NH:50][C@H:51]1[CH2:69][C:68]2[CH:70]=[C:64]([CH:65]=[CH:66][C:67]=2[OH:71])[C:63]2=[CH:72][C:59](=[C:60]([OH:73])[CH:61]=[CH:62]2)[CH2:58][C@@H:57]([C:74]([N:90]2[CH2:122][CH2:121][CH2:120][C@H:91]2[C:92]([NH:94][C@H:95]([C:107]([NH:109][CH2:110][CH2:111][NH:112][C:113]([O:115][C:116]([CH3:119])([CH3:118])[CH3:117])=[O:114])=[O:108])[CH2:96][CH2:97][CH2:98][NH:99][C:100]([O:102][C:103]([CH3:105])([CH3:106])[CH3:104])=[O:101])=[O:93])=[O:75])[NH:56][C:55](=[O:77])[C@H:54]([CH2:78][CH2:79][CH2:80][NH:81][C:82]([O:84][C:85]([CH3:88])([CH3:87])[CH3:86])=[O:83])[NH:53][C:52]1=[O:89])=[O:49])([CH3:46])([CH3:45])[CH3:44], predict the reactants needed to synthesize it. The reactants are: C1CN([P+](ON2N=NC3C=CC=CC2=3)(N2CCCC2)N2CCCC2)CC1.F[P-](F)(F)(F)(F)F.C(N(CC)C(C)C)(C)C.[C:43]([O:47][C:48]([NH:50][C@H:51]1[CH2:69][C:68]2[CH:70]=[C:64]([CH:65]=[CH:66][C:67]=2[OH:71])[C:63]2=[CH:72][C:59](=[C:60]([OH:73])[CH:61]=[CH:62]2)[CH2:58][C@@H:57]([C:74](O)=[O:75])[NH:56][C:55](=[O:77])[C@H:54]([CH2:78][CH2:79][CH2:80][NH:81][C:82]([O:84][C:85]([CH3:88])([CH3:87])[CH3:86])=[O:83])[NH:53][C:52]1=[O:89])=[O:49])([CH3:46])([CH3:45])[CH3:44].[NH:90]1[CH2:122][CH2:121][CH2:120][C@H:91]1[C:92]([NH:94][C@H:95]([C:107]([NH:109][CH2:110][CH2:111][NH:112][C:113]([O:115][C:116]([CH3:119])([CH3:118])[CH3:117])=[O:114])=[O:108])[CH2:96][CH2:97][CH2:98][NH:99][C:100]([O:102][C:103]([CH3:106])([CH3:105])[CH3:104])=[O:101])=[O:93]. (2) Given the product [O:13]=[C:4]1[CH2:3][CH2:2][CH2:10][C:9]2[NH:8][C:7]([CH:11]=[O:12])=[CH:6][C:5]1=2, predict the reactants needed to synthesize it. The reactants are: C[C:2]1(C)[CH2:10][C:9]2[NH:8][C:7]([CH:11]=[O:12])=[CH:6][C:5]=2[C:4](=[O:13])[CH2:3]1.C1(=O)CCCC(=O)C1.OC1O[C@H](CO)[C@@H](O)[C@H](O)[C@H]1N.Cl.C(=O)([O-])[O-].[Na+].[Na+].I([O-])(=O)(=O)=O.[Na+].C(=O)(O)[O-].[Na+]. (3) Given the product [C:1]1([CH2:11][NH:12][C:13]2[CH:18]=[CH:17][C:16]([O:19][CH3:20])=[CH:15][C:14]=2[NH2:21])[C:10]2[C:5](=[CH:6][CH:7]=[CH:8][CH:9]=2)[CH:4]=[CH:3][CH:2]=1, predict the reactants needed to synthesize it. The reactants are: [C:1]1([CH2:11][NH:12][C:13]2[CH:18]=[CH:17][C:16]([O:19][CH3:20])=[CH:15][C:14]=2[N+:21]([O-])=O)[C:10]2[C:5](=[CH:6][CH:7]=[CH:8][CH:9]=2)[CH:4]=[CH:3][CH:2]=1.O1CCOCC1.[OH-].[Na+]. (4) Given the product [Cl:11][C:12]1[N:17]=[C:16]([C:18]#[N:19])[CH:15]=[C:14]([O:8][C:7]2[C:2]([Cl:1])=[CH:3][CH:4]=[C:5]([CH3:10])[C:6]=2[F:9])[CH:13]=1, predict the reactants needed to synthesize it. The reactants are: [Cl:1][C:2]1[C:7]([OH:8])=[C:6]([F:9])[C:5]([CH3:10])=[CH:4][CH:3]=1.[Cl:11][C:12]1[N:17]=[C:16]([C:18]#[N:19])[CH:15]=[C:14]([N+]([O-])=O)[CH:13]=1. (5) The reactants are: [CH3:1][C:2]1[CH:9]=[C:8]([N+:10]([O-:12])=[O:11])[CH:7]=[CH:6][C:3]=1[C:4]#[N:5].[Br:13]N1C(=O)CCC1=O.N(C(C)(C)C#N)=NC(C)(C)C#N. Given the product [Br:13][CH2:1][C:2]1[CH:9]=[C:8]([N+:10]([O-:12])=[O:11])[CH:7]=[CH:6][C:3]=1[C:4]#[N:5], predict the reactants needed to synthesize it. (6) Given the product [N+:13]([C:3]1[C:2]([C:24]2[CH:25]=[C:26]([C:29]([F:32])([F:31])[F:30])[CH:27]=[CH:28][C:23]=2[OH:22])=[CH:6][N:5]([CH:7]2[CH2:12][CH2:11][CH2:10][CH2:9][O:8]2)[N:4]=1)([O-:15])=[O:14], predict the reactants needed to synthesize it. The reactants are: Br[C:2]1[C:3]([N+:13]([O-:15])=[O:14])=[N:4][N:5]([CH:7]2[CH2:12][CH2:11][CH2:10][CH2:9][O:8]2)[CH:6]=1.C(=O)([O-])[O-].[K+].[K+].[OH:22][C:23]1[CH:28]=[CH:27][C:26]([C:29]([F:32])([F:31])[F:30])=[CH:25][C:24]=1B(O)O.